This data is from Forward reaction prediction with 1.9M reactions from USPTO patents (1976-2016). The task is: Predict the product of the given reaction. (1) Given the reactants C([N:14]1[CH2:17][CH:16]([O:18][CH3:19])[CH2:15]1)(C1C=CC=CC=1)C1C=CC=CC=1.FC(F)(F)C(O)=O.C(N(CC)CC)C.[Cl:34][C:35]1[CH:40]=[CH:39][N:38]=[C:37]2[CH:41]=[C:42]([C:44](Cl)=[O:45])[S:43][C:36]=12, predict the reaction product. The product is: [Cl:34][C:35]1[CH:40]=[CH:39][N:38]=[C:37]2[CH:41]=[C:42]([C:44]([N:14]3[CH2:17][CH:16]([O:18][CH3:19])[CH2:15]3)=[O:45])[S:43][C:36]=12. (2) The product is: [Cl:18][C:19]1[CH:25]=[CH:24][C:22]([NH:23][C:15]([CH:10]2[CH2:11][CH:12]([OH:14])[CH2:13][N:8]([C:6]([O:5][C:1]([CH3:2])([CH3:3])[CH3:4])=[O:7])[CH2:9]2)=[O:17])=[CH:21][CH:20]=1. Given the reactants [C:1]([O:5][C:6]([N:8]1[CH2:13][CH:12]([OH:14])[CH2:11][CH:10]([C:15]([OH:17])=O)[CH2:9]1)=[O:7])([CH3:4])([CH3:3])[CH3:2].[Cl:18][C:19]1[CH:25]=[CH:24][C:22]([NH2:23])=[CH:21][CH:20]=1.C(N(CC)C(C)C)(C)C.F[P-](F)(F)(F)(F)F.CN(C(N(C)C)=[N+]1C2C(=NC=CC=2)[N+]([O-])=N1)C, predict the reaction product.